From a dataset of Forward reaction prediction with 1.9M reactions from USPTO patents (1976-2016). Predict the product of the given reaction. (1) Given the reactants [C:1]1([C:35]2C=CC=CC=2)[CH:6]=[CH:5][C:4]([C@@:7]23[CH2:25][N:19]([C@H:20]([C:22]([OH:24])=O)[CH2:21]2)[C:18](=[O:26])[C@@H:17]([NH:27][C:28]([O:30][C:31]([CH3:34])([CH3:33])[CH3:32])=[O:29])[CH2:16][CH2:15][CH2:14][CH2:13][CH2:12][CH:11]=[CH:10][CH2:9][S:8]3)=[CH:3][CH:2]=1.[NH2:41][C@:42]1([C:47]([NH:49][S:50]([CH:53]2[CH2:55][CH2:54]2)(=[O:52])=[O:51])=[O:48])[CH2:44][C@H:43]1[CH:45]=[CH2:46].C[C:57]1[CH:58]=[CH:59]C(S(O)(=O)=O)=[CH:61][CH:62]=1.CN(C(ON1N=NC2C=CC=NC1=2)=[N+](C)C)C.F[P-](F)(F)(F)(F)F.C(N(CC)C(C)C)(C)C, predict the reaction product. The product is: [C:1]1([C:35]2[CH:59]=[CH:58][CH:57]=[CH:62][CH:61]=2)[CH:6]=[CH:5][C:4]([C@@:7]23[CH2:25][N:19]([C@H:20]([C:22](=[O:24])[NH:41][C@:42]4([C:47](=[O:48])[NH:49][S:50]([CH:53]5[CH2:55][CH2:54]5)(=[O:52])=[O:51])[CH2:44][C@H:43]4[CH:45]=[CH2:46])[CH2:21]2)[C:18](=[O:26])[C@@H:17]([NH:27][C:28](=[O:29])[O:30][C:31]([CH3:33])([CH3:32])[CH3:34])[CH2:16][CH2:15][CH2:14][CH2:13][CH2:12][CH:11]=[CH:10][CH2:9][S:8]3)=[CH:3][CH:2]=1. (2) Given the reactants Br[C:2]1[CH:3]=[CH:4][C:5]([O:27][CH3:28])=[C:6]([S:8]([NH:11][C@H:12]([CH2:17][C:18]2[C:26]3[C:21](=[CH:22][CH:23]=[CH:24][CH:25]=3)[NH:20][CH:19]=2)[C:13]([OH:16])([CH3:15])[CH3:14])(=[O:10])=[O:9])[CH:7]=1.[C:29]([C:31]1[CH:40]=[CH:39][C:34]([C:35]([NH:37][CH3:38])=[O:36])=[CH:33][CH:32]=1)#[CH:30].CCCC[N+](CCCC)(CCCC)CCCC.[F-].O, predict the reaction product. The product is: [OH:16][C:13]([CH3:15])([CH3:14])[C@H:12]([NH:11][S:8]([C:6]1[CH:7]=[C:2]([C:30]#[C:29][C:31]2[CH:40]=[CH:39][C:34]([C:35]([NH:37][CH3:38])=[O:36])=[CH:33][CH:32]=2)[CH:3]=[CH:4][C:5]=1[O:27][CH3:28])(=[O:10])=[O:9])[CH2:17][C:18]1[C:26]2[C:21](=[CH:22][CH:23]=[CH:24][CH:25]=2)[NH:20][CH:19]=1. (3) Given the reactants [Cl:1][C:2]1[CH:7]=[C:6]([C:8]2[C:9]([C:13]3[S:14][C:15]([Cl:18])=[CH:16][CH:17]=3)=[N:10][NH:11][CH:12]=2)[CH:5]=[CH:4][N:3]=1.C(=O)([O-])[O-].[Cs+].[Cs+].ClC1[CH:31]=[C:30]([C:32]2C(C3SC(Cl)=CC=3)=NN(CC(C)C)C=2)[CH:29]=CN=1, predict the reaction product. The product is: [Cl:1][C:2]1[CH:7]=[C:6]([C:8]2[CH:12]=[N:11][N:10]([CH2:29][CH:30]([CH3:32])[CH3:31])[C:9]=2[C:13]2[S:14][C:15]([Cl:18])=[CH:16][CH:17]=2)[CH:5]=[CH:4][N:3]=1. (4) Given the reactants [C:1]([C:5]1[C:6]([O:34][CH3:35])=[C:7]([CH:23]=[C:24]([N:26]2[CH:31]=[CH:30][C:29](=[O:32])[NH:28][C:27]2=[O:33])[CH:25]=1)/[CH:8]=[CH:9]/[C:10]1[CH:15]=[CH:14][C:13]([NH:16][S:17]([CH3:20])(=[O:19])=[O:18])=[CH:12][C:11]=1[CH2:21][OH:22])([CH3:4])([CH3:3])[CH3:2].I(C1C=CC=CC=1C(O)=O)(=O)=O, predict the reaction product. The product is: [C:1]([C:5]1[C:6]([O:34][CH3:35])=[C:7]([CH:23]=[C:24]([N:26]2[CH:31]=[CH:30][C:29](=[O:32])[NH:28][C:27]2=[O:33])[CH:25]=1)/[CH:8]=[CH:9]/[C:10]1[CH:15]=[CH:14][C:13]([NH:16][S:17]([CH3:20])(=[O:18])=[O:19])=[CH:12][C:11]=1[CH:21]=[O:22])([CH3:4])([CH3:2])[CH3:3]. (5) Given the reactants [Cl:1][C:2]1[CH:30]=[CH:29][C:5]([CH2:6][NH:7][C:8]([C:10]2[CH:11]=[N:12][C:13]3[C:18]([C:19]=2[OH:20])=[CH:17][C:16]([CH2:21][N:22]2[CH2:27][CH2:26][O:25][CH2:24][CH2:23]2)=[CH:15][C:14]=3I)=[O:9])=[CH:4][CH:3]=1.CCN(CC)CC.[CH3:38][C@@H:39]([OH:42])[C:40]#[CH:41], predict the reaction product. The product is: [Cl:1][C:2]1[CH:30]=[CH:29][C:5]([CH2:6][NH:7][C:8]([C:10]2[C:19](=[O:20])[C:18]3[C:13]4=[C:14]([CH:41]=[C:40]([C@H:39]([OH:42])[CH3:38])[N:12]4[CH:11]=2)[CH:15]=[C:16]([CH2:21][N:22]2[CH2:27][CH2:26][O:25][CH2:24][CH2:23]2)[CH:17]=3)=[O:9])=[CH:4][CH:3]=1. (6) The product is: [Cl:12][C:5]1[C:6]([NH:8][CH:9]2[CH2:11][CH2:10]2)=[N:7][C:2]([NH:13][C:14]2[CH:15]=[C:16]([N:20]3[CH:24]([CH2:25][CH3:26])[CH2:23][CH:22]([CH3:27])[C:21]3=[O:28])[CH:17]=[CH:18][CH:19]=2)=[N:3][CH:4]=1. Given the reactants Cl[C:2]1[N:7]=[C:6]([NH:8][CH:9]2[CH2:11][CH2:10]2)[C:5]([Cl:12])=[CH:4][N:3]=1.[NH2:13][C:14]1[CH:15]=[C:16]([N:20]2[CH:24]([CH2:25][CH3:26])[CH2:23][CH:22]([CH3:27])[C:21]2=[O:28])[CH:17]=[CH:18][CH:19]=1.C1(C)C=CC(S(O)(=O)=O)=CC=1, predict the reaction product. (7) Given the reactants [F:1][C:2]1[C:7]([CH3:8])=[CH:6][CH:5]=[CH:4][C:3]=1[C:9]1[CH:10]=[C:11]([N+:22]([O-])=O)[C:12](=[O:21])[N:13]([CH2:16][C:17]([F:20])([F:19])[F:18])[C:14]=1[CH3:15].Cl.[H][H], predict the reaction product. The product is: [NH2:22][C@H:11]1[CH2:10][C@@H:9]([C:3]2[CH:4]=[CH:5][CH:6]=[C:7]([CH3:8])[C:2]=2[F:1])[C@@H:14]([CH3:15])[N:13]([CH2:16][C:17]([F:19])([F:18])[F:20])[C:12]1=[O:21]. (8) Given the reactants [CH2:1]([O:8][C:9]([C:11]1[CH:12]=[C:13]2[CH:19]=[CH:18][N:17]([Si](C(C)C)(C(C)C)C(C)C)[C:14]2=[N:15][CH:16]=1)=[O:10])[C:2]1[CH:7]=[CH:6][CH:5]=[CH:4][CH:3]=1.O1CCCC1.[F-].C([N+](CCCC)(CCCC)CCCC)CCC, predict the reaction product. The product is: [CH2:1]([O:8][C:9]([C:11]1[CH:12]=[C:13]2[CH:19]=[CH:18][NH:17][C:14]2=[N:15][CH:16]=1)=[O:10])[C:2]1[CH:3]=[CH:4][CH:5]=[CH:6][CH:7]=1. (9) Given the reactants [Li+].CC([N-]C(C)C)C.[F:9][C:10]1[CH:15]=[CH:14][CH:13]=[C:12]([C:16]2[CH:21]=[CH:20][CH:19]=[CH:18][CH:17]=2)[N:11]=1.[C:22](=[O:24])=[O:23].Cl, predict the reaction product. The product is: [F:9][C:10]1[C:15]([C:22]([OH:24])=[O:23])=[CH:14][CH:13]=[C:12]([C:16]2[CH:17]=[CH:18][CH:19]=[CH:20][CH:21]=2)[N:11]=1. (10) Given the reactants [O:1]=[C:2]1[C:7]2[CH:8]=[CH:9][S:10][C:6]=2[C:5]([C:11]#[N:12])=[CH:4][NH:3]1.CN(C=O)C.C(O)(=O)C.[I:22]N1C(=O)CCC1=O.C([O-])(O)=O.[Na+], predict the reaction product. The product is: [I:22][C:9]1[S:10][C:6]2[C:5]([C:11]#[N:12])=[CH:4][NH:3][C:2](=[O:1])[C:7]=2[CH:8]=1.